Dataset: Catalyst prediction with 721,799 reactions and 888 catalyst types from USPTO. Task: Predict which catalyst facilitates the given reaction. (1) Reactant: C([O:3][C:4]([C:6]1[NH:7][C:8]2[C:13]([C:14]=1[C:15]1[CH:20]=[CH:19][CH:18]=[CH:17][C:16]=1[CH3:21])=[CH:12][C:11]([NH:22][S:23]([C:26]1[CH:31]=[CH:30][C:29]([C:32]([CH3:35])([CH3:34])[CH3:33])=[CH:28][CH:27]=1)(=[O:25])=[O:24])=[CH:10][CH:9]=2)=[O:5])C.[OH-].[Na+]. Product: [C:32]([C:29]1[CH:28]=[CH:27][C:26]([S:23]([NH:22][C:11]2[CH:12]=[C:13]3[C:8](=[CH:9][CH:10]=2)[NH:7][C:6]([C:4]([OH:5])=[O:3])=[C:14]3[C:15]2[CH:20]=[CH:19][CH:18]=[CH:17][C:16]=2[CH3:21])(=[O:25])=[O:24])=[CH:31][CH:30]=1)([CH3:35])([CH3:34])[CH3:33]. The catalyst class is: 40. (2) Reactant: C([NH:4][N:5]1[C:9]2[CH:10]=[CH:11][C:12]([O:14][CH:15]([F:17])[F:16])=[CH:13][C:8]=2[N:7]=[C:6]1[SH:18])(=O)C.[ClH:19].O. Product: [ClH:19].[NH2:4][N:5]1[C:9]2[CH:10]=[CH:11][C:12]([O:14][CH:15]([F:16])[F:17])=[CH:13][C:8]=2[N:7]=[C:6]1[SH:18]. The catalyst class is: 8. (3) Reactant: [C:1](#[N:3])C.[F:4][C:5]1[CH:6]=[CH:7][C:8]([C:18]([F:21])([F:20])[F:19])=[C:9]([C:11]2[CH:16]=[CH:15][N+:14]([O-])=[CH:13][CH:12]=2)[CH:10]=1.C[Si](C#N)(C)C. Product: [F:4][C:5]1[CH:6]=[CH:7][C:8]([C:18]([F:21])([F:20])[F:19])=[C:9]([C:11]2[CH:16]=[CH:15][N:14]=[C:13]([C:1]#[N:3])[CH:12]=2)[CH:10]=1. The catalyst class is: 66. (4) Reactant: Cl[C:2]1[C:7]([N+:8]([O-:10])=[O:9])=[CH:6][CH:5]=[C:4]([O:11][CH3:12])[N:3]=1.[C:13]([C:17]1[CH:22]=[CH:21][CH:20]=[CH:19][C:18]=1[OH:23])([CH3:16])([CH3:15])[CH3:14].C(=O)([O-])[O-].[Cs+].[Cs+].O. Product: [C:13]([C:17]1[CH:22]=[CH:21][CH:20]=[CH:19][C:18]=1[O:23][C:2]1[C:7]([N+:8]([O-:10])=[O:9])=[CH:6][CH:5]=[C:4]([O:11][CH3:12])[N:3]=1)([CH3:16])([CH3:14])[CH3:15]. The catalyst class is: 3. (5) Reactant: [CH2:1]([O:8][C:9]([N:11]1[CH2:15][CH2:14][CH2:13][CH:12]1[C:16]1[NH:20][C:19]2[CH:21]=[CH:22][CH:23]=[CH:24][C:18]=2[N:17]=1)=[O:10])[C:2]1[CH:7]=[CH:6][CH:5]=[CH:4][CH:3]=1.Br[CH2:26][CH2:27][O:28][Si:29]([C:32]([CH3:35])([CH3:34])[CH3:33])([CH3:31])[CH3:30].C([O-])([O-])=O.[Cs+].[Cs+]. Product: [CH2:1]([O:8][C:9]([N:11]1[CH2:15][CH2:14][CH2:13][CH:12]1[C:16]1[N:17]([CH2:26][CH2:27][O:28][Si:29]([C:32]([CH3:35])([CH3:34])[CH3:33])([CH3:31])[CH3:30])[C:18]2[CH:24]=[CH:23][CH:22]=[CH:21][C:19]=2[N:20]=1)=[O:10])[C:2]1[CH:3]=[CH:4][CH:5]=[CH:6][CH:7]=1. The catalyst class is: 10. (6) The catalyst class is: 14. Reactant: [NH2:1][C:2]1[CH:3]=[C:4]2[C:8](=[CH:9][CH:10]=1)[NH:7][C:6](=[O:11])[CH2:5]2.[NH:12]1[C:16]2[CH:17]=[CH:18][C:19]([CH:21]=O)=[CH:20][C:15]=2[N:14]=[N:13]1.N1CCCCC1. Product: [NH:12]1[C:16]2[CH:17]=[CH:18][C:19](/[CH:21]=[C:5]3/[C:6](=[O:11])[NH:7][C:8]4[C:4]/3=[CH:3][C:2]([NH2:1])=[CH:10][CH:9]=4)=[CH:20][C:15]=2[N:14]=[N:13]1.